From a dataset of NCI-60 drug combinations with 297,098 pairs across 59 cell lines. Regression. Given two drug SMILES strings and cell line genomic features, predict the synergy score measuring deviation from expected non-interaction effect. Drug 1: CN(CC1=CN=C2C(=N1)C(=NC(=N2)N)N)C3=CC=C(C=C3)C(=O)NC(CCC(=O)O)C(=O)O. Drug 2: CC1CCCC2(C(O2)CC(NC(=O)CC(C(C(=O)C(C1O)C)(C)C)O)C(=CC3=CSC(=N3)C)C)C. Cell line: IGROV1. Synergy scores: CSS=50.1, Synergy_ZIP=-1.80, Synergy_Bliss=-3.55, Synergy_Loewe=-6.11, Synergy_HSA=-5.42.